From a dataset of Reaction yield outcomes from USPTO patents with 853,638 reactions. Predict the reaction yield, written as a fraction of the theoretical maximum amount of product (1.0 means a 100% yield; for example, 0.34 means a 34% yield). (1) The reactants are CCCC[N+](CCCC)(CCCC)CCCC.[F-].[CH3:19][O:20][C:21]([C:23]1[CH2:24][N:25]([C:48]([O:50][C:51]([CH3:54])([CH3:53])[CH3:52])=[O:49])[CH2:26][C:27]2([C:30]=1[C:31]1[CH:36]=[CH:35][C:34]([CH2:37][CH2:38][CH2:39][O:40][Si](C(C)(C)C)(C)C)=[CH:33][CH:32]=1)[CH2:29][CH2:28]2)=[O:22]. The catalyst is C1COCC1.CCOC(C)=O. The product is [CH3:19][O:20][C:21]([C:23]1[CH2:24][N:25]([C:48]([O:50][C:51]([CH3:54])([CH3:53])[CH3:52])=[O:49])[CH2:26][C:27]2([C:30]=1[C:31]1[CH:36]=[CH:35][C:34]([CH2:37][CH2:38][CH2:39][OH:40])=[CH:33][CH:32]=1)[CH2:29][CH2:28]2)=[O:22]. The yield is 0.800. (2) The reactants are [O:1]1[CH2:6][CH:5]=[C:4]([C:7]2[N:12]=[C:11]([N:13]3[CH2:18][CH2:17][O:16][CH2:15][CH2:14]3)[N:10]=[C:9]([C:19]3[CH:24]=[CH:23][C:22]([NH:25][C:26]([NH:28][C:29]4[CH:34]=[CH:33][N:32]=[CH:31][CH:30]=4)=[O:27])=[CH:21][CH:20]=3)[N:8]=2)[CH2:3][CH2:2]1. The product is [N:13]1([C:11]2[N:12]=[C:7]([CH:4]3[CH2:5][CH2:6][O:1][CH2:2][CH2:3]3)[N:8]=[C:9]([C:19]3[CH:24]=[CH:23][C:22]([NH:25][C:26]([NH:28][C:29]4[CH:30]=[CH:31][N:32]=[CH:33][CH:34]=4)=[O:27])=[CH:21][CH:20]=3)[N:10]=2)[CH2:14][CH2:15][O:16][CH2:17][CH2:18]1. The yield is 0.200. The catalyst is CO.C1COCC1.C(Cl)Cl.[Pd]. (3) The product is [OH:26][CH:23]1[CH2:24][CH2:25][N:20]([C:8]([C:7]2[CH:6]=[C:5]([CH:13]=[CH:12][CH:11]=2)[C:3]([O:2][CH3:1])=[O:4])=[O:10])[CH2:21][CH2:22]1. The reactants are [CH3:1][O:2][C:3]([C:5]1[CH:6]=[C:7]([CH:11]=[CH:12][CH:13]=1)[C:8]([OH:10])=O)=[O:4].C(OC(Cl)=O)C.[NH:20]1[CH2:25][CH2:24][CH:23]([OH:26])[CH2:22][CH2:21]1. The catalyst is C(Cl)Cl. The yield is 0.530. (4) The reactants are [C:1]([O:11][CH:12]([CH3:14])[CH3:13])(=[O:10])/[CH:2]=[CH:3]/[C:4]([O:6][CH:7]([CH3:9])[CH3:8])=[O:5].[C:15]([O:25][CH3:26])(=[O:24])[CH:16]=[CH:17][C:18]1[CH:23]=[CH:22][CH:21]=[CH:20][CH:19]=1.[C:27]([O:31]CCCC[O:31][C:27](=[O:30])[CH:28]=[CH2:29])(=[O:30])[CH:28]=[CH2:29].C(OOOC(C)(C)C)(=O)C(C)(C)C. The catalyst is O1CCCC1.CO. The product is [C:4]([O:6][CH:7]([CH3:9])[CH3:8])(=[O:5])/[CH:3]=[CH:2]/[C:1]([O:11][CH:12]([CH3:14])[CH3:13])=[O:10].[C:15]([O:25][CH3:26])(=[O:24])[CH:16]=[CH:17][C:18]1[CH:19]=[CH:20][CH:21]=[CH:22][CH:23]=1.[C:27]([O-:31])(=[O:30])[CH:28]=[CH2:29]. The yield is 0.550. (5) The reactants are [CH2:1]([O:8][C:9]1[CH:10]=[C:11]([CH:15]=[CH:16][C:17]=1[S:18](=[O:36])(=[O:35])[NH:19][C@H:20]([C:29](=[O:34])[N:30]([O:32][CH3:33])[CH3:31])[CH2:21][C:22]([O:24][C:25]([CH3:28])([CH3:27])[CH3:26])=[O:23])[C:12](O)=[O:13])[C:2]1[CH:7]=[CH:6][CH:5]=[CH:4][CH:3]=1.C[N:38]1CCOCC1.ON1C2C=CC=CC=2N=N1.[OH-].[NH4+]. The catalyst is O1CCCC1.C(OCC)(=O)C. The product is [C:25]([O:24][C:22](=[O:23])[CH2:21][CH:20]([NH:19][S:18]([C:17]1[CH:16]=[CH:15][C:11]([C:12](=[O:13])[NH2:38])=[CH:10][C:9]=1[O:8][CH2:1][C:2]1[CH:7]=[CH:6][CH:5]=[CH:4][CH:3]=1)(=[O:35])=[O:36])[C:29]([N:30]([O:32][CH3:33])[CH3:31])=[O:34])([CH3:28])([CH3:26])[CH3:27]. The yield is 0.820. (6) The reactants are [Br:1][C:2]1[CH:3]=[C:4]([N+:19]([O-:21])=[O:20])[C:5]([CH:8](C(OCC)=O)C(OCC)=O)=[N:6][CH:7]=1.C(=O)(O)[O-].[Na+]. The catalyst is Cl. The product is [Br:1][C:2]1[CH:3]=[C:4]([N+:19]([O-:21])=[O:20])[C:5]([CH3:8])=[N:6][CH:7]=1. The yield is 0.720. (7) The reactants are Br[C:2]1[CH:3]=[C:4]([C:9]([C:11]2[CH:16]=[C:15]([O:17][C:18]([F:23])([F:22])[CH:19]([F:21])[F:20])[CH:14]=[C:13]([F:24])[CH:12]=2)=[O:10])[CH:5]=[CH:6][C:7]=1[F:8].O.[CH3:26][N:27](C=O)C. The catalyst is [C-]#N.[Zn+2].[C-]#N. The product is [F:8][C:7]1[CH:6]=[CH:5][C:4]([C:9](=[O:10])[C:11]2[CH:16]=[C:15]([O:17][C:18]([F:23])([F:22])[CH:19]([F:21])[F:20])[CH:14]=[C:13]([F:24])[CH:12]=2)=[CH:3][C:2]=1[C:26]#[N:27]. The yield is 0.860.